Task: Predict the reaction yield, written as a fraction of the theoretical maximum amount of product (1.0 means a 100% yield; for example, 0.34 means a 34% yield).. Dataset: Reaction yield outcomes from USPTO patents with 853,638 reactions (1) The reactants are [NH2:1][C:2]1[C:7]([C:8]([O:10][CH2:11][CH3:12])=[O:9])=[CH:6][N:5]=[C:4](Cl)[CH:3]=1.[NH:14]1[CH2:19][CH2:18][O:17][CH2:16][CH2:15]1. No catalyst specified. The product is [NH2:1][C:2]1[C:7]([C:8]([O:10][CH2:11][CH3:12])=[O:9])=[CH:6][N:5]=[C:4]([N:14]2[CH2:19][CH2:18][O:17][CH2:16][CH2:15]2)[CH:3]=1. The yield is 0.850. (2) The reactants are [C:1]([C:3]1[CH:8]=[CH:7][C:6]([C:9]2[N:10]=[C:11]([CH:14]([CH2:18][C:19]3[CH:24]=[CH:23][CH:22]=[CH:21][CH:20]=3)[C:15]([OH:17])=O)[NH:12][CH:13]=2)=[CH:5][CH:4]=1)#[N:2].C(N(CC)CC)C.CN([P+](ON1N=NC2C=CC=CC1=2)(N(C)C)N(C)C)C.F[P-](F)(F)(F)(F)F.[NH2:59][C:60]1[CH:68]=[CH:67][C:63]([C:64]([NH2:66])=[O:65])=[CH:62][CH:61]=1. The catalyst is C1COCC1. The product is [C:1]([C:3]1[CH:4]=[CH:5][C:6]([C:9]2[N:10]=[C:11]([CH:14]([CH2:18][C:19]3[CH:24]=[CH:23][CH:22]=[CH:21][CH:20]=3)[C:15]([NH:59][C:60]3[CH:68]=[CH:67][C:63]([C:64]([NH2:66])=[O:65])=[CH:62][CH:61]=3)=[O:17])[NH:12][CH:13]=2)=[CH:7][CH:8]=1)#[N:2]. The yield is 0.320. (3) The reactants are N1C(C)=CC(C)=CC=1C.C(C1C(=O)C(Cl)=C(Cl)C(=O)C=1C#N)#N.[Br:24][C:25]1[CH:43]=[CH:42][C:28]2[O:29][CH2:30][CH2:31][CH:32]=[C:33]([O:34][Si](C(C)(C)C)(C)C)[C:27]=2[CH:26]=1. The catalyst is C1(C)C=CC=CC=1. The product is [Br:24][C:25]1[CH:43]=[CH:42][C:28]2[O:29][CH2:30][CH:31]=[CH:32][C:33](=[O:34])[C:27]=2[CH:26]=1. The yield is 0.940.